This data is from NCI-60 drug combinations with 297,098 pairs across 59 cell lines. The task is: Regression. Given two drug SMILES strings and cell line genomic features, predict the synergy score measuring deviation from expected non-interaction effect. Cell line: BT-549. Synergy scores: CSS=1.35, Synergy_ZIP=0.868, Synergy_Bliss=3.87, Synergy_Loewe=1.91, Synergy_HSA=2.16. Drug 2: N.N.Cl[Pt+2]Cl. Drug 1: CNC(=O)C1=CC=CC=C1SC2=CC3=C(C=C2)C(=NN3)C=CC4=CC=CC=N4.